From a dataset of Cav3 T-type calcium channel HTS with 100,875 compounds. Binary Classification. Given a drug SMILES string, predict its activity (active/inactive) in a high-throughput screening assay against a specified biological target. (1) The drug is Brc1c(OCc2c3c(ccc2)cccc3)c(OCC)cc(c1)/C=N\N=C(\N)c1nonc1N. The result is 0 (inactive). (2) The compound is Clc1cc(C(C)C)c(OCC(=O)N2CCOCC2)cc1C. The result is 0 (inactive). (3) The molecule is S(c1nc(c2CCCCc2c1C#N)C)C. The result is 0 (inactive).